Dataset: Catalyst prediction with 721,799 reactions and 888 catalyst types from USPTO. Task: Predict which catalyst facilitates the given reaction. Reactant: [CH:1](NC(C)C)(C)C.C([Li])CCC.[C:13]1([S:19]([N:22]2[C:26]3[N:27]=[CH:28][N:29]=[C:30]([Cl:31])[C:25]=3[CH:24]=[CH:23]2)(=[O:21])=[O:20])[CH:18]=[CH:17][CH:16]=[CH:15][CH:14]=1.IC. Product: [C:13]1([S:19]([N:22]2[C:26]3[N:27]=[CH:28][N:29]=[C:30]([Cl:31])[C:25]=3[CH:24]=[C:23]2[CH3:1])(=[O:21])=[O:20])[CH:14]=[CH:15][CH:16]=[CH:17][CH:18]=1. The catalyst class is: 1.